This data is from Forward reaction prediction with 1.9M reactions from USPTO patents (1976-2016). The task is: Predict the product of the given reaction. (1) Given the reactants C([C:3]1[C:8]2[N:9]=[C:10](/[CH:12]=[CH:13]/[C:14]3[CH:19]=[C:18]([NH2:20])[CH:17]=[CH:16][C:15]=3[Cl:21])[NH:11][C:7]=2[CH:6]=[CH:5][CH:4]=1)C.[CH3:22][C:23]1C=CC2SC(/C=C/C3C=C(N)C(Cl)=CC=3Cl)=NC=2C=1.NN, predict the reaction product. The product is: [Cl-:21].[NH2:20][C:18]1[CH:17]=[CH:16][C:15]2[N:9]3[C:8]4[CH:3]=[CH:4][CH:5]=[CH:6][C:7]=4[N+:11]([CH2:22][CH3:23])=[C:10]3[CH:12]=[CH:13][C:14]=2[CH:19]=1. (2) Given the reactants C(O[C:6](=O)[NH:7][CH2:8][C:9]([N:11]1[CH2:15][CH2:14][CH2:13][CH:12]1[C:16]#[N:17])=[O:10])(C)(C)C.FC(F)(F)C(O)=O.C(N(CC)CC)C.[F:33][C:34]1[CH:39]=[CH:38][C:37]([C:40]2([OH:49])[CH2:47][CH:46]3[CH:42]([CH2:43]C(=O)[CH2:45]3)[CH2:41]2)=[CH:36][CH:35]=1.C(O[BH-](OC(=O)C)OC(=O)C)(=O)C.[Na+], predict the reaction product. The product is: [F:33][C:34]1[CH:35]=[CH:36][C:37]([C:40]2([OH:49])[CH2:47][CH:46]3[CH:42]([CH2:43][CH:6]([NH:7][CH2:8][C:9]([N:11]4[CH2:15][CH2:14][CH2:13][CH:12]4[C:16]#[N:17])=[O:10])[CH2:45]3)[CH2:41]2)=[CH:38][CH:39]=1. (3) Given the reactants [CH3:1][C:2]1[N:3]([CH2:21][C:22]([O:24][CH2:25][CH3:26])=[O:23])[C:4]2[C:9]([C:10]=1[CH2:11][C:12]1[CH:17]=[CH:16][C:15]([N+:18]([O-])=O)=[CH:14][CH:13]=1)=[CH:8][CH:7]=[CH:6][CH:5]=2, predict the reaction product. The product is: [NH2:18][C:15]1[CH:14]=[CH:13][C:12]([CH2:11][C:10]2[C:9]3[C:4](=[CH:5][CH:6]=[CH:7][CH:8]=3)[N:3]([CH2:21][C:22]([O:24][CH2:25][CH3:26])=[O:23])[C:2]=2[CH3:1])=[CH:17][CH:16]=1. (4) The product is: [Br:11][C:10]1[C:5]([C:3]2[N:4]=[C:18]([C:17]3[CH:20]=[C:13]([Cl:12])[CH:14]=[CH:15][C:16]=3[OH:21])[NH:1][N:2]=2)=[N:6][CH:7]=[CH:8][CH:9]=1. Given the reactants [NH2:1][NH:2][C:3]([C:5]1[C:10]([Br:11])=[CH:9][CH:8]=[CH:7][N:6]=1)=[NH:4].[Cl:12][C:13]1[CH:14]=[CH:15][C:16]([OH:21])=[C:17]([CH:20]=1)[CH:18]=O, predict the reaction product. (5) Given the reactants [C:1]1(=[O:12])[C:6]2([CH2:11][CH2:10][NH:9][CH2:8][CH2:7]2)[CH2:5][CH2:4][CH2:3][NH:2]1.Cl[C:14]1[N:19]=[C:18]([CH3:20])[CH:17]=[C:16]([CH3:21])[N:15]=1.CCN(C(C)C)C(C)C, predict the reaction product. The product is: [CH3:21][C:16]1[CH:17]=[C:18]([CH3:20])[N:19]=[C:14]([N:9]2[CH2:10][CH2:11][C:6]3([C:1](=[O:12])[NH:2][CH2:3][CH2:4][CH2:5]3)[CH2:7][CH2:8]2)[N:15]=1. (6) Given the reactants [C:1]([N:4]1[CH2:9][CH2:8][N:7]([CH2:10][CH2:11][CH2:12][O:13][C:14]2[CH:23]=[C:22]3[C:17]([C:18](Cl)=[N:19][CH:20]=[N:21]3)=[CH:16][C:15]=2[O:25][CH3:26])[CH2:6][CH2:5]1)(=[O:3])[CH3:2].[F:27][C:28]1[CH:36]=[C:35]([C:37]#[C:38][CH2:39][O:40][CH3:41])[C:31]2[O:32][CH2:33][O:34][C:30]=2[C:29]=1[NH2:42].C[Si]([N-][Si](C)(C)C)(C)C.[Na+], predict the reaction product. The product is: [C:1]([N:4]1[CH2:9][CH2:8][N:7]([CH2:10][CH2:11][CH2:12][O:13][C:14]2[CH:23]=[C:22]3[C:17]([C:18]([NH:42][C:29]4[C:30]5[O:34][CH2:33][O:32][C:31]=5[C:35]([C:37]#[C:38][CH2:39][O:40][CH3:41])=[CH:36][C:28]=4[F:27])=[N:19][CH:20]=[N:21]3)=[CH:16][C:15]=2[O:25][CH3:26])[CH2:6][CH2:5]1)(=[O:3])[CH3:2]. (7) Given the reactants [Cl:1][C:2]1[CH:7]=[C:6]([Cl:8])[N:5]=[C:4](N)[N:3]=1.[I:10]CI.N(OCCC(C)C)=O, predict the reaction product. The product is: [Cl:1][C:2]1[CH:7]=[C:6]([Cl:8])[N:5]=[C:4]([I:10])[N:3]=1.